Dataset: Forward reaction prediction with 1.9M reactions from USPTO patents (1976-2016). Task: Predict the product of the given reaction. (1) Given the reactants C([NH:4][CH:5](C)C)(C)C.[Li]CCCC.Br[C:14]([C:16]([F:19])([F:18])[F:17])=[CH2:15].[Br:20][C:21]1[CH:32]=[CH:31][C:24]([C:25](N(OC)C)=[O:26])=[CH:23][C:22]=1[CH3:33].[O:34]1CCC[CH2:35]1, predict the reaction product. The product is: [Br:20][C:21]1[CH:32]=[CH:31][C:24]([C:25](=[O:26])[CH:15]=[C:14]([NH:4][CH2:5][O:34][CH3:35])[C:16]([F:19])([F:18])[F:17])=[CH:23][C:22]=1[CH3:33]. (2) Given the reactants [N+:1]([C:4]1[CH:9]=[C:8]([S:10](=[O:13])(=[O:12])[NH2:11])[CH:7]=[CH:6][C:5]=1[NH:14][C@@H:15]([CH2:20][S:21][C:22]1[CH:27]=[CH:26][CH:25]=[CH:24][CH:23]=1)[CH2:16][C:17](O)=[O:18])([O-:3])=[O:2].[NH:28]1[CH2:33][CH2:32][O:31][CH2:30][CH2:29]1.Cl.C(N=C=NCCCN(C)C)C, predict the reaction product. The product is: [O:31]1[CH2:32][CH2:33][N:28]([C:17](=[O:18])[CH2:16][C@@H:15]([NH:14][C:5]2[CH:6]=[CH:7][C:8]([S:10]([NH2:11])(=[O:12])=[O:13])=[CH:9][C:4]=2[N+:1]([O-:3])=[O:2])[CH2:20][S:21][C:22]2[CH:27]=[CH:26][CH:25]=[CH:24][CH:23]=2)[CH2:29][CH2:30]1. (3) Given the reactants [CH3:1][O:2][Si:3]([O:20][CH3:21])([O:18][CH3:19])[CH2:4][CH2:5][CH2:6][NH:7][CH2:8][CH2:9][CH2:10][Si:11]([O:16][CH3:17])([O:14][CH3:15])[O:12][CH3:13].Cl[CH2:23][Si:24]([O:29][CH3:30])([O:27][CH3:28])[O:25][CH3:26].C(N)CN, predict the reaction product. The product is: [CH3:15][O:14][Si:11]([O:16][CH3:17])([O:12][CH3:13])[CH2:10][CH2:9][CH2:8][N:7]([CH2:6][CH2:5][CH2:4][Si:3]([O:20][CH3:21])([O:18][CH3:19])[O:2][CH3:1])[CH2:23][Si:24]([O:29][CH3:30])([O:27][CH3:28])[O:25][CH3:26]. (4) Given the reactants CC(N=NC(C#N)(C)C)(C#N)C.C([O:18][C:19]1(C)[CH:26]2CC3C[CH:24]([CH2:28][CH:20]1C3)[CH2:25]2)(=O)C(C)=C.O=C1C([O:36][C:37](=[O:41])[C:38]([CH3:40])=[CH2:39])CCO1.C(OC(O)C1C2C(=CC=CC=2)C=CC=1)(=[O:45])C=C.[F:59][C:60]([F:75])([S:71]([O-:74])(=[O:73])=[O:72])[C:61]([F:70])([F:69])[C:62]([F:68])([F:67])[C:63]([F:66])([F:65])[F:64].[C:76]1([SH+:82][C:83]2[CH:88]=[CH:87][CH:86]=[CH:85][CH:84]=2)[CH:81]=[CH:80][CH:79]=[CH:78][CH:77]=1, predict the reaction product. The product is: [F:75][C:60]([F:59])([S:71]([O-:74])(=[O:73])=[O:72])[C:61]([F:69])([F:70])[C:62]([F:68])([F:67])[C:63]([F:66])([F:65])[F:64].[F:68][C:62]([F:67])([CH2:61][O:36][C:37](=[O:41])[C:38]([CH3:40])=[CH2:39])[C:63]([O:18][C:19]1[CH:20]=[CH:28][C:24]([S+:82]([C:76]2[CH:77]=[CH:78][CH:79]=[CH:80][CH:81]=2)[C:83]2[CH:84]=[CH:85][CH:86]=[CH:87][CH:88]=2)=[CH:25][CH:26]=1)=[O:45]. (5) Given the reactants [C:1]12([C:11]3[CH:21]=[CH:20][C:14]([O:15][CH2:16][C:17](O)=[O:18])=[CH:13][CH:12]=3)[CH2:10][CH:5]3[CH2:6][CH:7]([CH2:9][CH:3]([CH2:4]3)[CH2:2]1)[CH2:8]2.[CH3:22][C@@H:23]1[NH:28][CH2:27][CH2:26][N:25]([C:29]([O:31][C:32]([CH3:35])([CH3:34])[CH3:33])=[O:30])[CH2:24]1, predict the reaction product. The product is: [C:1]12([C:11]3[CH:21]=[CH:20][C:14]([O:15][CH2:16][C:17]([N:28]4[CH2:27][CH2:26][N:25]([C:29]([O:31][C:32]([CH3:34])([CH3:33])[CH3:35])=[O:30])[CH2:24][C@@H:23]4[CH3:22])=[O:18])=[CH:13][CH:12]=3)[CH2:2][CH:3]3[CH2:9][CH:7]([CH2:6][CH:5]([CH2:4]3)[CH2:10]1)[CH2:8]2. (6) Given the reactants CC(C)([O-])C.[K+].CS(C)=O.[O:11]([CH2:18][C@@H:19]1[CH2:23][CH2:22][CH2:21][N:20]1[S:24]([C:27]1[CH:28]=[C:29]2[C:33](=[CH:34][CH:35]=1)[NH:32][C:31](=[O:36])[C:30]12[O:41][CH2:40][CH2:39][CH2:38][O:37]1)(=[O:26])=[O:25])[C:12]1[CH:17]=[CH:16][CH:15]=[CH:14][CH:13]=1.[CH3:42][C:43]([CH3:47])([CH3:46])[C:44]#[N:45], predict the reaction product. The product is: [CH3:42][C:43]([CH3:47])([CH2:46][N:32]1[C:33]2[C:29](=[CH:28][C:27]([S:24]([N:20]3[CH2:21][CH2:22][CH2:23][C@H:19]3[CH2:18][O:11][C:12]3[CH:17]=[CH:16][CH:15]=[CH:14][CH:13]=3)(=[O:26])=[O:25])=[CH:35][CH:34]=2)[C:30]2([O:41][CH2:40][CH2:39][CH2:38][O:37]2)[C:31]1=[O:36])[C:44]#[N:45]. (7) Given the reactants [C:1]([C:4]1[CH:5]=[C:6]([C:18]2[N:22]([CH2:23][CH:24]3[CH2:29][CH2:28][CH2:27][CH2:26][CH2:25]3)[C:21]([CH3:30])=[C:20]([C:31]([O:33]CC)=[O:32])[CH:19]=2)[CH:7]=[CH:8][C:9]=1[C:10]1[N:14]([CH:15]([CH3:17])[CH3:16])[N:13]=[CH:12][CH:11]=1)(=[O:3])[CH3:2].[OH-].[K+], predict the reaction product. The product is: [C:1]([C:4]1[CH:5]=[C:6]([C:18]2[N:22]([CH2:23][CH:24]3[CH2:25][CH2:26][CH2:27][CH2:28][CH2:29]3)[C:21]([CH3:30])=[C:20]([C:31]([OH:33])=[O:32])[CH:19]=2)[CH:7]=[CH:8][C:9]=1[C:10]1[N:14]([CH:15]([CH3:17])[CH3:16])[N:13]=[CH:12][CH:11]=1)(=[O:3])[CH3:2]. (8) Given the reactants [C:1]([NH:4][C:5]1[S:6][C:7]([C:11]2[S:15][C:14]([S:16](Cl)(=[O:18])=[O:17])=[CH:13][CH:12]=2)=[C:8]([CH3:10])[N:9]=1)(=[O:3])[CH3:2].[OH:20][CH:21]1[CH2:26][CH2:25][CH2:24][NH:23][CH2:22]1.CCN(C(C)C)C(C)C, predict the reaction product. The product is: [OH:20][CH:21]1[CH2:26][CH2:25][CH2:24][N:23]([S:16]([C:14]2[S:15][C:11]([C:7]3[S:6][C:5]([NH:4][C:1](=[O:3])[CH3:2])=[N:9][C:8]=3[CH3:10])=[CH:12][CH:13]=2)(=[O:18])=[O:17])[CH2:22]1. (9) Given the reactants [CH:1]1([C:7]2[C:8]3[CH:9]=[CH:10][C:11]([C:34]([O:36]C)=[O:35])=[CH:12][C:13]=3[N:14]3[CH2:21][CH2:20][N:19]([CH2:22][C@H:23]4[CH2:27][CH2:26][CH2:25][N:24]4[CH3:28])[CH2:18][C:17]4[CH:29]=[C:30]([F:33])[CH:31]=[CH:32][C:16]=4[C:15]=23)[CH2:6][CH2:5][CH2:4][CH2:3][CH2:2]1.[OH-].[K+], predict the reaction product. The product is: [CH:1]1([C:7]2[C:8]3[CH:9]=[CH:10][C:11]([C:34]([OH:36])=[O:35])=[CH:12][C:13]=3[N:14]3[CH2:21][CH2:20][N:19]([CH2:22][C@H:23]4[CH2:27][CH2:26][CH2:25][N:24]4[CH3:28])[CH2:18][C:17]4[CH:29]=[C:30]([F:33])[CH:31]=[CH:32][C:16]=4[C:15]=23)[CH2:6][CH2:5][CH2:4][CH2:3][CH2:2]1. (10) Given the reactants [Br:1][C:2]1[CH:11]=[C:10]([OH:12])[C:5]2[N:6]([CH3:9])[CH:7]=[N:8][C:4]=2[CH:3]=1.CS(O[C@H:18]([C@@H:20]1[CH2:24][C:23](=[O:25])[N:22]([C@@H:26]([C:28]2[CH:33]=[CH:32][CH:31]=[CH:30][CH:29]=2)[CH3:27])[CH2:21]1)[CH3:19])(=O)=O.[C:34]([O-])([O-])=O.[Cs+].[Cs+], predict the reaction product. The product is: [Br:1][C:2]1[CH:11]=[C:10]([O:12][C@@H:18]([C@H:20]2[CH2:21][N:22]([C@@H:26]([C:28]3[CH:29]=[CH:30][CH:31]=[CH:32][CH:33]=3)[CH3:27])[C:23](=[O:25])[CH2:24]2)[CH3:19])[C:5]2[N:6]([CH3:9])[C:7]([CH3:34])=[N:8][C:4]=2[CH:3]=1.